This data is from Catalyst prediction with 721,799 reactions and 888 catalyst types from USPTO. The task is: Predict which catalyst facilitates the given reaction. Reactant: [C@@H:1]1([N:9]2[CH:16]=[CH:15][C:13]([NH2:14])=[N:12][C:10]2=[O:11])[O:8][C@H:5]([CH2:6][OH:7])[C@@H:3]([OH:4])[CH2:2]1.[CH3:17][C:18]([Si:21](Cl)([CH3:23])[CH3:22])([CH3:20])[CH3:19].CN(C=O)C. Product: [Si:21]([C@@:3]1([OH:4])[C@@H:5]([CH2:6][O:7][Si:21]([C:18]([CH3:20])([CH3:19])[CH3:17])([CH3:23])[CH3:22])[O:8][C@@H:1]([N:9]2[CH:16]=[CH:15][C:13]([NH2:14])=[N:12][C:10]2=[O:11])[CH2:2]1)([C:18]([CH3:20])([CH3:19])[CH3:17])([CH3:23])[CH3:22]. The catalyst class is: 5.